Dataset: Peptide-MHC class I binding affinity with 185,985 pairs from IEDB/IMGT. Task: Regression. Given a peptide amino acid sequence and an MHC pseudo amino acid sequence, predict their binding affinity value. This is MHC class I binding data. (1) The peptide sequence is KTTLFHTFK. The MHC is HLA-A11:01 with pseudo-sequence HLA-A11:01. The binding affinity (normalized) is 0.757. (2) The peptide sequence is GLLSSKFKA. The MHC is HLA-A29:02 with pseudo-sequence HLA-A29:02. The binding affinity (normalized) is 0.213. (3) The peptide sequence is ETKKRMDYF. The MHC is HLA-B15:01 with pseudo-sequence HLA-B15:01. The binding affinity (normalized) is 0.0847. (4) The peptide sequence is AAPVSEPTV. The MHC is H-2-Kb with pseudo-sequence H-2-Kb. The binding affinity (normalized) is 0.277.